This data is from Catalyst prediction with 721,799 reactions and 888 catalyst types from USPTO. The task is: Predict which catalyst facilitates the given reaction. (1) Reactant: [Cl:1][C:2]1[CH:3]=[C:4]([C:15](=[O:17])[CH3:16])[CH:5]=[C:6]([N:8]2[CH2:13][CH2:12][N:11]([CH3:14])[CH2:10][CH2:9]2)[CH:7]=1.[OH-].[K+].C([O:24][C:25](=[O:36])/[CH:26]=[CH:27]/[C:28]1[CH:33]=[CH:32][C:31]([CH:34]=O)=[CH:30][CH:29]=1)(C)(C)C. Product: [Cl:1][C:2]1[CH:3]=[C:4]([C:15](=[O:17])/[CH:16]=[CH:34]/[C:31]2[CH:30]=[CH:29][C:28](/[CH:27]=[CH:26]/[C:25]([OH:36])=[O:24])=[CH:33][CH:32]=2)[CH:5]=[C:6]([N:8]2[CH2:9][CH2:10][N:11]([CH3:14])[CH2:12][CH2:13]2)[CH:7]=1. The catalyst class is: 88. (2) Reactant: [C:1]1([CH2:7][O:8][C:9]([N:11]2[CH2:16][CH2:15][CH2:14][CH2:13][C@H:12]2[C:17](O)=[O:18])=[O:10])[CH:6]=[CH:5][CH:4]=[CH:3][CH:2]=1.O.C([O-])([O-])=O.[K+].[K+]. Product: [OH:18][CH2:17][C@@H:12]1[CH2:13][CH2:14][CH2:15][CH2:16][N:11]1[C:9]([O:8][CH2:7][C:1]1[CH:2]=[CH:3][CH:4]=[CH:5][CH:6]=1)=[O:10]. The catalyst class is: 1. (3) Reactant: [CH3:1][CH:2]([CH3:11])[CH2:3][C:4](=O)[CH2:5][C:6]([O:8][CH3:9])=[O:7].C([O-])(=O)C.[NH4+:16].C(O)(=O)C. Product: [NH2:16][C:4]([CH2:3][CH:2]([CH3:11])[CH3:1])=[CH:5][C:6]([O:8][CH3:9])=[O:7]. The catalyst class is: 11. (4) Reactant: [CH2:1]([C:3]1[CH:4]=[N:5][C:6]([N:9]2[CH2:14][CH2:13][N:12]([C:15]3[N:22]=[CH:21][C:20]([C:23]4[CH:28]=[CH:27][C:26]([N:29]5[C:33](=[O:34])[N:32]([CH:35]([CH3:37])[CH3:36])[N:31]=[CH:30]5)=[C:25]([F:38])[CH:24]=4)=[CH:19][C:16]=3[C:17]#[N:18])[CH2:11][CH2:10]2)=[N:7][CH:8]=1)[CH3:2].[ClH:39]. Product: [ClH:39].[CH2:1]([C:3]1[CH:8]=[N:7][C:6]([N:9]2[CH2:10][CH2:11][N:12]([C:15]3[N:22]=[CH:21][C:20]([C:23]4[CH:28]=[CH:27][C:26]([N:29]5[C:33](=[O:34])[N:32]([CH:35]([CH3:37])[CH3:36])[N:31]=[CH:30]5)=[C:25]([F:38])[CH:24]=4)=[CH:19][C:16]=3[C:17]#[N:18])[CH2:13][CH2:14]2)=[N:5][CH:4]=1)[CH3:2]. The catalyst class is: 13. (5) Reactant: [C:1]1([N:7]2[CH2:12][CH2:11][CH2:10][C@@H:9]([NH:13][C:14]([C:16]3[CH:17]=[C:18]4[C:22](=[CH:23][CH:24]=3)[N:21](C(C3C=CC=CC=3)(C3C=CC=CC=3)C3C=CC=CC=3)[N:20]=[C:19]4[C:44]3[CH:49]=[CH:48][N:47]=[CH:46][CH:45]=3)=[O:15])[CH2:8]2)[CH:6]=[CH:5][CH:4]=[CH:3][CH:2]=1.C(O)(C(F)(F)F)=O.C([SiH](CC)CC)C. Product: [C:1]1([N:7]2[CH2:12][CH2:11][CH2:10][C@@H:9]([NH:13][C:14]([C:16]3[CH:17]=[C:18]4[C:22](=[CH:23][CH:24]=3)[NH:21][N:20]=[C:19]4[C:44]3[CH:45]=[CH:46][N:47]=[CH:48][CH:49]=3)=[O:15])[CH2:8]2)[CH:6]=[CH:5][CH:4]=[CH:3][CH:2]=1. The catalyst class is: 16. (6) Reactant: [F:1][C:2]([F:23])([C:8]1[CH:13]=[CH:12][CH:11]=[C:10]([O:14][CH2:15][CH2:16][N:17]2[CH2:22][CH2:21][O:20][CH2:19][CH2:18]2)[CH:9]=1)[C:3]([O:5]CC)=[O:4].O.[OH-].[Li+]. Product: [F:23][C:2]([F:1])([C:8]1[CH:13]=[CH:12][CH:11]=[C:10]([O:14][CH2:15][CH2:16][N:17]2[CH2:22][CH2:21][O:20][CH2:19][CH2:18]2)[CH:9]=1)[C:3]([OH:5])=[O:4]. The catalyst class is: 364. (7) Reactant: [F:1][C:2]1([S:5]([NH:8][C:9]([C@@:11]23[CH2:26][C@H:25]2[CH:24]=[CH:23][CH2:22][CH2:21][C@@H:20]([CH3:27])[CH2:19][C@@H:18]([CH3:28])[C@H:17]([NH:29]C(=O)OC(C)(C)C)[C:16](=[O:37])[N:15]2[CH2:38][C@H:39]([O:41][C:42]4[C:51]5[C:46](=[CH:47][C:48]([O:52][CH3:53])=[CH:49][CH:50]=5)[CH:45]=[CH:44][N:43]=4)[CH2:40][C@H:14]2[C:13](=[O:54])[NH:12]3)=[O:10])(=[O:7])=[O:6])[CH2:4][CH2:3]1.[ClH:55]. Product: [ClH:55].[NH2:29][C@@H:17]1[C:16](=[O:37])[N:15]2[CH2:38][C@H:39]([O:41][C:42]3[C:51]4[C:46](=[CH:47][C:48]([O:52][CH3:53])=[CH:49][CH:50]=4)[CH:45]=[CH:44][N:43]=3)[CH2:40][C@H:14]2[C:13](=[O:54])[NH:12][C@:11]2([C:9]([NH:8][S:5]([C:2]3([F:1])[CH2:4][CH2:3]3)(=[O:6])=[O:7])=[O:10])[CH2:26][C@H:25]2[CH:24]=[CH:23][CH2:22][CH2:21][C@@H:20]([CH3:27])[CH2:19][C@H:18]1[CH3:28]. The catalyst class is: 12. (8) Reactant: [C:1]([O:5][C:6]([NH:8][CH2:9][C:10]1[C:11]([C:32]2[CH:37]=[CH:36][C:35]([CH3:38])=[CH:34][CH:33]=2)=[C:12]([NH:21]C(=O)OCC2C=CC=CC=2)[C:13]([CH3:20])=[N:14][C:15]=1[CH2:16][CH:17]([CH3:19])[CH3:18])=[O:7])([CH3:4])([CH3:3])[CH3:2]. The catalyst class is: 178. Product: [NH2:21][C:12]1[C:11]([C:32]2[CH:33]=[CH:34][C:35]([CH3:38])=[CH:36][CH:37]=2)=[C:10]([CH2:9][NH:8][C:6](=[O:7])[O:5][C:1]([CH3:2])([CH3:3])[CH3:4])[C:15]([CH2:16][CH:17]([CH3:19])[CH3:18])=[N:14][C:13]=1[CH3:20]. (9) Reactant: [CH3:1][O:2][C:3]([C:5]1[N:6]([C:28]2[CH:33]=[CH:32][CH:31]=[CH:30][CH:29]=2)[C:7]2[C:12]([C:13](=[O:26])[C:14]=1[CH2:15][C:16]1[CH:17]=[N:18][C:19]([C:22]([O:24]C)=[O:23])=[CH:20][CH:21]=1)=[CH:11][CH:10]=[C:9]([CH3:27])[N:8]=2)=[O:4].O[Li].O.O. Product: [CH3:1][O:2][C:3]([C:5]1[N:6]([C:28]2[CH:33]=[CH:32][CH:31]=[CH:30][CH:29]=2)[C:7]2[C:12]([C:13](=[O:26])[C:14]=1[CH2:15][C:16]1[CH:17]=[N:18][C:19]([C:22]([OH:24])=[O:23])=[CH:20][CH:21]=1)=[CH:11][CH:10]=[C:9]([CH3:27])[N:8]=2)=[O:4]. The catalyst class is: 49.